From a dataset of Reaction yield outcomes from USPTO patents with 853,638 reactions. Predict the reaction yield, written as a fraction of the theoretical maximum amount of product (1.0 means a 100% yield; for example, 0.34 means a 34% yield). (1) The reactants are [NH2:1][C:2]1[C:11]([OH:12])=[CH:10][CH:9]=[CH:8][C:3]=1[C:4]([O:6][CH3:7])=[O:5].[C:13](Cl)(=O)[CH3:14].C(N(CC)CC)C.N1C=CC=CC=1.CC1C=CC(S(O)(=O)=O)=CC=1. The catalyst is C1(C)C(C)=CC=CC=1.O. The product is [CH3:13][C:14]1[O:12][C:11]2[C:2](=[C:3]([C:4]([O:6][CH3:7])=[O:5])[CH:8]=[CH:9][CH:10]=2)[N:1]=1. The yield is 0.790. (2) The reactants are Br[C:2]1[CH:3]=[C:4]([CH:21]=[C:22]([Br:24])[CH:23]=1)[CH2:5][CH2:6][C:7]1[CH:12]=[C:11]([CH3:13])[CH:10]=[C:9]([N:14]2[C:18]([CH3:19])=[CH:17][CH:16]=[C:15]2[CH3:20])[N:8]=1.[C:25]([Cu])#[N:26].CN(C=O)C. The catalyst is ClCCl. The product is [Br:24][C:22]1[CH:23]=[C:2]([CH:3]=[C:4]([CH2:5][CH2:6][C:7]2[CH:12]=[C:11]([CH3:13])[CH:10]=[C:9]([N:14]3[C:15]([CH3:20])=[CH:16][CH:17]=[C:18]3[CH3:19])[N:8]=2)[CH:21]=1)[C:25]#[N:26]. The yield is 0.570. (3) The reactants are C([O:8][N:9]1[C:15](=[O:16])[N:14]2[CH2:17][C@H:10]1[CH2:11][CH2:12][C@H:13]2[C:18]([NH:20][O:21][CH2:22][CH:23]1[CH2:28][CH2:27][CH2:26][N:25]([C:29]([O:31][C:32]([CH3:35])([CH3:34])[CH3:33])=[O:30])[CH2:24]1)=[O:19])C1C=CC=CC=1. The catalyst is CO.[Pd]. The product is [OH:8][N:9]1[C:15](=[O:16])[N:14]2[CH2:17][C@H:10]1[CH2:11][CH2:12][C@H:13]2[C:18]([NH:20][O:21][CH2:22][CH:23]1[CH2:28][CH2:27][CH2:26][N:25]([C:29]([O:31][C:32]([CH3:35])([CH3:34])[CH3:33])=[O:30])[CH2:24]1)=[O:19]. The yield is 1.00. (4) The reactants are C([NH:4][C:5]1(C(OCC)=O)[CH2:14][C:13]2[C:8](=[CH:9][CH:10]=[CH:11][CH:12]=2)[NH:7][C:6]1=[O:15])(=O)C. The catalyst is Cl. The product is [NH2:4][CH:5]1[CH2:14][C:13]2[C:8](=[CH:9][CH:10]=[CH:11][CH:12]=2)[NH:7][C:6]1=[O:15]. The yield is 0.720. (5) The reactants are [C:1]([C:4]1[CH:12]=[C:11]2[C:7]([C:8]3[C:16]([C:17]4[CH:22]=[CH:21][CH:20]=[C:19]([N:23]5[C:32](=[O:33])[C:31]6[C:26](=[CH:27][CH:28]=[CH:29][CH:30]=6)[N:25]=[CH:24]5)[C:18]=4[CH3:34])=[CH:15][N:14]=[C:13]([C:35]([NH2:37])=[O:36])[C:9]=3[NH:10]2)=[CH:6][CH:5]=1)(=[O:3])[CH3:2].[CH3:38][Mg]Br. The catalyst is O1CCCC1. The product is [OH:3][C:1]([C:4]1[CH:12]=[C:11]2[C:7]([C:8]3[C:16]([C:17]4[CH:22]=[CH:21][CH:20]=[C:19]([N:23]5[C:32](=[O:33])[C:31]6[C:26](=[CH:27][CH:28]=[CH:29][CH:30]=6)[N:25]=[CH:24]5)[C:18]=4[CH3:34])=[CH:15][N:14]=[C:13]([C:35]([NH2:37])=[O:36])[C:9]=3[NH:10]2)=[CH:6][CH:5]=1)([CH3:38])[CH3:2]. The yield is 0.441. (6) The reactants are [CH3:1][N:2]1[C:6]([C:7]([NH:9][C:10]2[CH:15]=[CH:14][CH:13]=[C:12]([N+:16]([O-])=O)[CH:11]=2)=[O:8])=[CH:5][C:4]([CH3:19])=[N:3]1.O.NN. The yield is 0.990. The product is [NH2:16][C:12]1[CH:11]=[C:10]([NH:9][C:7]([C:6]2[N:2]([CH3:1])[N:3]=[C:4]([CH3:19])[CH:5]=2)=[O:8])[CH:15]=[CH:14][CH:13]=1. The catalyst is C(O)C.[Pd].